From a dataset of NCI-60 drug combinations with 297,098 pairs across 59 cell lines. Regression. Given two drug SMILES strings and cell line genomic features, predict the synergy score measuring deviation from expected non-interaction effect. Drug 1: C1CCC(CC1)NC(=O)N(CCCl)N=O. Drug 2: CC(C)NC(=O)C1=CC=C(C=C1)CNNC.Cl. Cell line: MCF7. Synergy scores: CSS=21.3, Synergy_ZIP=-3.27, Synergy_Bliss=-0.497, Synergy_Loewe=-6.20, Synergy_HSA=-1.75.